This data is from Peptide-MHC class I binding affinity with 185,985 pairs from IEDB/IMGT. The task is: Regression. Given a peptide amino acid sequence and an MHC pseudo amino acid sequence, predict their binding affinity value. This is MHC class I binding data. (1) The peptide sequence is AENLWVTVY. The MHC is HLA-B08:01 with pseudo-sequence HLA-B08:01. The binding affinity (normalized) is 0.103. (2) The peptide sequence is VVTAIVYVV. The MHC is HLA-A02:01 with pseudo-sequence HLA-A02:01. The binding affinity (normalized) is 0.484. (3) The peptide sequence is WLAGFEPSE. The binding affinity (normalized) is 0.0847. The MHC is HLA-A80:01 with pseudo-sequence HLA-A80:01. (4) The peptide sequence is FIKDYRYTY. The MHC is HLA-B15:09 with pseudo-sequence HLA-B15:09. The binding affinity (normalized) is 0.0847. (5) The peptide sequence is VQLVESGGGLV. The MHC is HLA-A02:06 with pseudo-sequence HLA-A02:06. The binding affinity (normalized) is 0.522. (6) The peptide sequence is TELEPPCRF. The MHC is HLA-B44:02 with pseudo-sequence HLA-B44:02. The binding affinity (normalized) is 0.575.